Dataset: Forward reaction prediction with 1.9M reactions from USPTO patents (1976-2016). Task: Predict the product of the given reaction. Given the reactants [CH3:1][N:2](C)[CH:3]=[C:4]([C:8]1[CH:13]=[CH:12][C:11]([F:14])=[CH:10][CH:9]=1)[C:5](=O)[CH3:6].C[NH:17]N, predict the reaction product. The product is: [F:14][C:11]1[CH:12]=[CH:13][C:8]([C:4]2[C:5]([CH3:6])=[N:17][N:2]([CH3:1])[CH:3]=2)=[CH:9][CH:10]=1.